This data is from Forward reaction prediction with 1.9M reactions from USPTO patents (1976-2016). The task is: Predict the product of the given reaction. (1) Given the reactants Br[CH2:2][C:3]1[C:24]([C:25]([F:28])([F:27])[F:26])=[CH:23][C:6]([C:7]([NH:9][CH2:10][C:11]2[CH:16]=[C:15]([Cl:17])[CH:14]=[CH:13][C:12]=2[S:18]([CH2:21][CH3:22])(=[O:20])=[O:19])=[O:8])=[CH:5][C:4]=1[Cl:29].[CH:30]([N:43]1[CH2:46][C:45]2([CH2:51][NH:50][CH2:49][CH2:48][O:47]2)[CH2:44]1)([C:37]1[CH:42]=[CH:41][CH:40]=[CH:39][CH:38]=1)[C:31]1[CH:36]=[CH:35][CH:34]=[CH:33][CH:32]=1.CCN(C(C)C)C(C)C, predict the reaction product. The product is: [CH:30]([N:43]1[CH2:46][C:45]2([CH2:51][N:50]([CH2:2][C:3]3[C:24]([C:25]([F:28])([F:27])[F:26])=[CH:23][C:6]([C:7]([NH:9][CH2:10][C:11]4[CH:16]=[C:15]([Cl:17])[CH:14]=[CH:13][C:12]=4[S:18]([CH2:21][CH3:22])(=[O:20])=[O:19])=[O:8])=[CH:5][C:4]=3[Cl:29])[CH2:49][CH2:48][O:47]2)[CH2:44]1)([C:31]1[CH:32]=[CH:33][CH:34]=[CH:35][CH:36]=1)[C:37]1[CH:38]=[CH:39][CH:40]=[CH:41][CH:42]=1. (2) Given the reactants [C:1]([O:7][CH2:8][CH3:9])(=[O:6])[CH2:2][C:3]([O-:5])=O.[O-]CC.[Mg+2].[O-]CC.[Cl:17][C:18]1[N:26]=[C:25]([Cl:27])[CH:24]=[CH:23][C:19]=1C(O)=O.C(OCC)(=O)C, predict the reaction product. The product is: [Cl:27][C:25]1[N:26]=[C:18]([Cl:17])[CH:19]=[CH:23][C:24]=1[C:3]([CH2:2][C:1]([O:7][CH2:8][CH3:9])=[O:6])=[O:5]. (3) Given the reactants Cl.[CH:2]1([CH2:5][O:6][C:7]2[CH:12]=[CH:11][C:10]([O:13][CH3:14])=[CH:9][C:8]=2[C:15]2[CH:20]=[CH:19][N:18]=[C:17]3[C:21]([C:25]([NH:27][CH:28]4[CH2:33][CH2:32][NH:31][CH2:30][CH2:29]4)=[O:26])=[C:22]([CH3:24])[NH:23][C:16]=23)[CH2:4][CH2:3]1.[CH3:34][O:35][CH2:36][C:37](Cl)=[O:38], predict the reaction product. The product is: [CH:2]1([CH2:5][O:6][C:7]2[CH:12]=[CH:11][C:10]([O:13][CH3:14])=[CH:9][C:8]=2[C:15]2[CH:20]=[CH:19][N:18]=[C:17]3[C:21]([C:25]([NH:27][CH:28]4[CH2:29][CH2:30][N:31]([C:37](=[O:38])[CH2:36][O:35][CH3:34])[CH2:32][CH2:33]4)=[O:26])=[C:22]([CH3:24])[NH:23][C:16]=23)[CH2:4][CH2:3]1.